Dataset: Forward reaction prediction with 1.9M reactions from USPTO patents (1976-2016). Task: Predict the product of the given reaction. (1) The product is: [Cl:1][C:2]1[CH:39]=[CH:38][C:5]([C:6]([NH2:8])=[O:7])=[CH:4][CH:3]=1. Given the reactants [Cl:1][C:2]1[CH:39]=[CH:38][C:5]([C:6]([NH:8]C2N(C3CCCNC3)C3C=CC(CN([C@H](C(C)(C)C)C)C(=O)C(F)(F)F)=CC=3N=2)=[O:7])=[CH:4][CH:3]=1.C(Cl)(=O)C=C, predict the reaction product. (2) Given the reactants [OH:1][CH2:2][CH2:3][N:4]1[C:8]2[CH:9]=[CH:10][CH:11]=[CH:12][C:7]=2[N:6]=[C:5]1[N:13]1[CH2:19][CH2:18][CH2:17][NH:16][CH2:15][CH2:14]1.O.[C:21](O[C:21]([O:23][C:24]([CH3:27])([CH3:26])[CH3:25])=[O:22])([O:23][C:24]([CH3:27])([CH3:26])[CH3:25])=[O:22].C(OCC)(=O)C, predict the reaction product. The product is: [C:24]([O:23][C:21]([N:16]1[CH2:17][CH2:18][CH2:19][N:13]([C:5]2[N:4]([CH2:3][CH2:2][OH:1])[C:8]3[CH:9]=[CH:10][CH:11]=[CH:12][C:7]=3[N:6]=2)[CH2:14][CH2:15]1)=[O:22])([CH3:27])([CH3:26])[CH3:25]. (3) Given the reactants [CH3:1][O:2][N:3]=[C:4]([CH2:20][O:21][C:22]1[CH:27]=[CH:26][CH:25]=[C:24]([C:28]([F:31])([F:30])[F:29])[CH:23]=1)[CH2:5][N:6]1[C:14]2[C:9](=[CH:10][C:11]([N+:15]([O-])=O)=[CH:12][CH:13]=2)[C:8](=[O:18])[C:7]1=[O:19], predict the reaction product. The product is: [NH2:15][C:11]1[CH:10]=[C:9]2[C:14](=[CH:13][CH:12]=1)[N:6]([CH2:5][C:4](=[N:3][O:2][CH3:1])[CH2:20][O:21][C:22]1[CH:27]=[CH:26][CH:25]=[C:24]([C:28]([F:30])([F:31])[F:29])[CH:23]=1)[C:7](=[O:19])[C:8]2=[O:18]. (4) Given the reactants C([O-])([O-])=O.[K+].[K+].[OH:7][C:8]1[CH:15]=[CH:14][C:11]([CH:12]=[O:13])=[CH:10][CH:9]=1.C1(C)C=CC(S(O[CH2:26][CH2:27][CH2:28][N:29]=[N+:30]=[N-:31])(=O)=O)=CC=1, predict the reaction product. The product is: [N:29]([CH2:28][CH2:27][CH2:26][O:7][C:8]1[CH:15]=[CH:14][C:11]([CH:12]=[O:13])=[CH:10][CH:9]=1)=[N+:30]=[N-:31]. (5) The product is: [Cl:1][C:2]1[CH:31]=[CH:30][C:5]([CH2:6][N:7]2[C:15]3[C:10](=[CH:11][C:12]([CH:16]=[C:17]4[S:21][C:20]([N:22]5[CH2:28][CH2:27][CH2:26][N:25]([CH2:44][C:43]([F:51])([F:50])[F:42])[CH2:24][CH2:23]5)=[N:19][C:18]4=[O:29])=[CH:13][CH:14]=3)[CH:9]=[N:8]2)=[C:4]([C:32]([F:35])([F:34])[F:33])[CH:3]=1. Given the reactants [Cl:1][C:2]1[CH:31]=[CH:30][C:5]([CH2:6][N:7]2[C:15]3[C:10](=[CH:11][C:12]([CH:16]=[C:17]4[S:21][C:20]([N:22]5[CH2:28][CH2:27][CH2:26][NH:25][CH2:24][CH2:23]5)=[N:19][C:18]4=[O:29])=[CH:13][CH:14]=3)[CH:9]=[N:8]2)=[C:4]([C:32]([F:35])([F:34])[F:33])[CH:3]=1.C(=O)([O-])[O-].[K+].[K+].[F:42][C:43]([F:51])([F:50])[CH2:44]OS(C)(=O)=O, predict the reaction product. (6) Given the reactants [C:1]([O:5][C:6]([N:8]1[CH2:12][CH2:11][C@@H:10]([OH:13])[C@H:9]1[C:14]([NH:16][CH2:17][C:18]1[CH:23]=[C:22]([C:24]2[CH:25]=[N:26][C:27]([C:30]([F:33])([F:32])[F:31])=[CH:28][CH:29]=2)[N:21]=[CH:20][C:19]=1[C:34]([OH:36])=O)=[O:15])=[O:7])([CH3:4])([CH3:3])[CH3:2].C[N:38](C(ON1N=NC2C=CC=NC1=2)=[N+](C)C)C.F[P-](F)(F)(F)(F)F.CCN(C(C)C)C(C)C.[NH4+].[Cl-], predict the reaction product. The product is: [C:34]([C:19]1[C:18]([CH2:17][NH:16][C:14]([C@@H:9]2[C@H:10]([OH:13])[CH2:11][CH2:12][N:8]2[C:6]([O:5][C:1]([CH3:3])([CH3:4])[CH3:2])=[O:7])=[O:15])=[CH:23][C:22]([C:24]2[CH:25]=[N:26][C:27]([C:30]([F:33])([F:32])[F:31])=[CH:28][CH:29]=2)=[N:21][CH:20]=1)(=[O:36])[NH2:38].